From a dataset of Experimentally validated miRNA-target interactions with 360,000+ pairs, plus equal number of negative samples. Binary Classification. Given a miRNA mature sequence and a target amino acid sequence, predict their likelihood of interaction. (1) The miRNA is hsa-miR-122-5p with sequence UGGAGUGUGACAAUGGUGUUUG. The protein sequence of the target gene is MGKNKLLHPSLVLLLLVLLPTDASVSGKPQYMVLVPSLLHTETTEKGCVLLSYLNETVTVSASLESVRGNRSLFTDLEAENDVLHCVAFAVPKSSSNEEVMFLTVQVKGPTQEFKKRTTVMVKNEDSLVFVQTDKSIYKPGQTVKFRVVSMDENFHPLNELIPLVYIQDPKGNRIAQWQSFQLEGGLKQFSFPLSSEPFQGSYKVVVQKKSGGRTEHPFTVEEFVLPKFEVQVTVPKIITILEEEMNVSVCGLYTYGKPVPGHVTVSICRKYSDASDCHGEDSQAFCEKFSGQLNSHGCF.... Result: 1 (interaction). (2) The miRNA is hsa-miR-4430 with sequence AGGCUGGAGUGAGCGGAG. The protein sequence of the target gene is MGIEGVSTYLKSGNMDTISAPPGFVSQTSFVLRNVPRDKESPRSVSRQEQTTGFGTDDKDSCNMFLKSRPWIVHGHTIPSSEALRPKKTEVRRRRPLKVSETKVLEEAPVFNPTEEEFRDTLSYISSLRDRAEPYGICCVVPPPSWKPPCLLKEKQIWEASTFFPQVQLFGIQTENRKIKKEVDADSNDAASEGVQLCRVERGPGYTLKSFKNFADTYKKSHFGMKDEVLGSENSSPSLKPNELIVADIEKEYRQIVESPLIEIGVLYGNDLDTATFGSGFPLSAPSESSKYSSGWNLNS.... Result: 0 (no interaction). (3) The miRNA is hsa-miR-3977 with sequence GUGCUUCAUCGUAAUUAACCUUA. The protein sequence of the target gene is MQAIKCVVVGDGAVGKTCLLISYTTNAFPGEYIPTVFDNYSANVMVDGKPVNLGLWDTAGQEDYDRLRPLSYPQTDVFLICFSLVSPASFENVRAKWYPEVRHHCPHTPILLVGTKLDLRDDKDTIERLRDKKLAPITYPQGLAMAREIGSVKYLECSALTQRGLKTVFDEAIRAVLCPPPVKKPGKKCTVF. Result: 0 (no interaction). (4) The miRNA is mmu-miR-421-3p with sequence AUCAACAGACAUUAAUUGGGCGC. The protein sequence of the target gene is MAGVRSLRCSRGCAGGCECGDKGKCSDSSLLGKRLSEDSSRHQLLQKWASMWSSMSEDASVADMERAQLEEEAAAAEERPLVFLCSGCRRPLGDSLSWVASQEDTNCILLRCVSCNVSVDKEQKLSKREKENGCVLETLCCAGCSLNLGYVYRCTPKNLDYKRDLFCLSVEAIESYVLGSSEKQIVSEDKELFNLESRVEIEKSLTQMEDVLKALQMKLWEAESKLSFATCKS. Result: 0 (no interaction). (5) The miRNA is hsa-miR-302b-3p with sequence UAAGUGCUUCCAUGUUUUAGUAG. The protein sequence of the target gene is MENDPSRRRESISLTPVAKGLENMGADFLESLEEGQLPRSDLSPAEIRSSWSEAAPKPFSRWRNLQPALRARSFCREHMQLFRWIGTGLLCTGLSAFLLVACLLDFQRALALFVLTCVVLTFLGHRLLKRLLGPKLRRFLKPQGHPRLLLWFKRGLALAAFLGLVLWLSLDTSQRPEQLVSFAGICVFVALLFACSKHHCAVSWRAVSWGLGLQFVLGLLVIRTEPGFIAFEWLGEQIRIFLSYTKAGSSFVFGEALVKDVFAFQVLPIIVFFSCVISVLYHVGLMQWVILKIAWLMQVT.... Result: 1 (interaction).